Dataset: Full USPTO retrosynthesis dataset with 1.9M reactions from patents (1976-2016). Task: Predict the reactants needed to synthesize the given product. (1) Given the product [CH3:16][C:14]1[N:15]=[C:8]2[C:7]([NH:6][CH2:5][C:4]3[C:18]([CH3:22])=[CH:19][CH:20]=[CH:21][C:3]=3[CH2:2][NH:1][C:30](=[O:31])[O:32][CH3:33])=[CH:12][CH:11]=[CH:10][N:9]2[C:13]=1[CH3:17], predict the reactants needed to synthesize it. The reactants are: [NH2:1][CH2:2][C:3]1[CH:21]=[CH:20][CH:19]=[C:18]([CH3:22])[C:4]=1[CH2:5][NH:6][C:7]1[C:8]2[N:9]([C:13]([CH3:17])=[C:14]([CH3:16])[N:15]=2)[CH:10]=[CH:11][CH:12]=1.N1C=CC=CC=1.Cl[C:30]([O:32][CH3:33])=[O:31]. (2) Given the product [CH3:1][N:2]1[CH2:3][CH2:4][CH:5]([NH:8][C:9]2[CH:14]=[CH:13][C:12]([NH2:15])=[CH:11][CH:10]=2)[CH2:6][CH2:7]1, predict the reactants needed to synthesize it. The reactants are: [CH3:1][N:2]1[CH2:7][CH2:6][CH:5]([NH:8][C:9]2[CH:14]=[CH:13][C:12]([N+:15]([O-])=O)=[CH:11][CH:10]=2)[CH2:4][CH2:3]1. (3) Given the product [CH:1]1([CH:5]([C:9]2[CH:10]=[CH:11][CH:12]=[CH:13][CH:14]=2)[C:6]([O:8][CH3:16])=[O:7])[CH2:4][CH2:3][CH2:2]1, predict the reactants needed to synthesize it. The reactants are: [CH:1]1([CH:5]([C:9]2[CH:14]=[CH:13][CH:12]=[CH:11][CH:10]=2)[C:6]([OH:8])=[O:7])[CH2:4][CH2:3][CH2:2]1.N1C=CC=C[CH:16]=1.S(Cl)(Cl)=O.Cl. (4) Given the product [Cl:3][C:4]1[CH:9]=[C:8]([CH2:10][OH:11])[C:7]([O:12][C:13]([F:14])([F:15])[F:16])=[CH:6][N:5]=1, predict the reactants needed to synthesize it. The reactants are: [BH4-].[Na+].[Cl:3][C:4]1[CH:9]=[C:8]([CH:10]=[O:11])[C:7]([O:12][C:13]([F:16])([F:15])[F:14])=[CH:6][N:5]=1. (5) Given the product [C:14]12([CH2:24][N:25]3[CH2:30][CH2:29][CH:28]([NH:31][C:12]([NH:11][C:2]4[CH:3]=[CH:4][C:5]5[C:10](=[CH:9][CH:8]=[CH:7][CH:6]=5)[CH:1]=4)=[O:13])[CH2:27][CH2:26]3)[CH2:15][CH:16]3[CH2:22][CH:20]([CH2:19][CH:18]([CH2:17]3)[CH2:23]1)[CH2:21]2, predict the reactants needed to synthesize it. The reactants are: [CH:1]1[C:10]2[C:5](=[CH:6][CH:7]=[CH:8][CH:9]=2)[CH:4]=[CH:3][C:2]=1[N:11]=[C:12]=[O:13].[C:14]12([CH2:24][N:25]3[CH2:30][CH2:29][CH:28]([NH2:31])[CH2:27][CH2:26]3)[CH2:23][CH:18]3[CH2:19][CH:20]([CH2:22][CH:16]([CH2:17]3)[CH2:15]1)[CH2:21]2. (6) Given the product [CH3:32][O:25][CH2:24][C@@H:23]([N:22]1[C:17]2[C:18](=[N:19][C:14]([C:4]3[CH:5]=[CH:6][C:7]([O:9][C:10]([F:12])([F:13])[F:11])=[CH:8][C:3]=3[O:2][CH3:1])=[C:15]([CH3:29])[CH:16]=2)[C:20]([CH3:28])=[CH:21]1)[CH2:26][CH3:27], predict the reactants needed to synthesize it. The reactants are: [CH3:1][O:2][C:3]1[CH:8]=[C:7]([O:9][C:10]([F:13])([F:12])[F:11])[CH:6]=[CH:5][C:4]=1[C:14]1[N:19]=[C:18]2[C:20]([CH3:28])=[CH:21][N:22]([C@@H:23]([CH2:26][CH3:27])[CH2:24][OH:25])[C:17]2=[CH:16][C:15]=1[CH3:29].[H-].[Na+].[CH3:32]I. (7) The reactants are: Br[C:2]1[CH:3]=[N:4][C:5]([NH:8][CH2:9][CH2:10][N:11]2[CH2:16][CH2:15][O:14][CH2:13][CH2:12]2)=[N:6][CH:7]=1.[C:17]1(P(C2C=CC=CC=2)C2C=CC=CC=2)C=CC=CC=1.[NH2:36][C:37]1[CH:38]=[CH:39][CH:40]=[C:41]([C:45]#[C:46]C2C=NC(N)=NC=2)[C:42]=1OC.N1CCCCC1. Given the product [NH2:36][C:37]1[CH:38]=[CH:39][C:40]([CH3:17])=[C:41]([C:45]#[C:46][C:2]2[CH:3]=[N:4][C:5]([NH:8][CH2:9][CH2:10][N:11]3[CH2:16][CH2:15][O:14][CH2:13][CH2:12]3)=[N:6][CH:7]=2)[CH:42]=1, predict the reactants needed to synthesize it. (8) Given the product [CH2:1]([N:3]1[C:12](=[O:13])[CH2:11][CH2:10][C@H:4]1[C:5]([OH:7])=[O:6])[CH3:2], predict the reactants needed to synthesize it. The reactants are: [CH2:1]([N:3]1[C:12](=[O:13])[CH2:11][CH2:10][C@H:4]1[C:5]([O:7]CC)=[O:6])[CH3:2].[OH-].[Na+]. (9) Given the product [O:15]1[C:2]2([CH2:7][CH2:6][CH:5]([C:8]([O:10][CH2:11][CH3:12])=[O:9])[CH2:4][CH2:3]2)[O:1][CH2:13][CH2:14]1, predict the reactants needed to synthesize it. The reactants are: [O:1]=[C:2]1[CH2:7][CH2:6][CH:5]([C:8]([O:10][CH2:11][CH3:12])=[O:9])[CH2:4][CH2:3]1.[CH2:13](O)[CH2:14][OH:15].CC1C=CC(S(O)(=O)=O)=CC=1.O. (10) Given the product [CH:13]([O:16][C:2]1[CH:9]=[C:8]([CH3:10])[CH:7]=[CH:6][C:3]=1[C:4]#[N:5])([CH3:15])[CH3:14], predict the reactants needed to synthesize it. The reactants are: F[C:2]1[CH:9]=[C:8]([CH3:10])[CH:7]=[CH:6][C:3]=1[C:4]#[N:5].[H-].[Na+].[CH:13]([OH:16])([CH3:15])[CH3:14].